This data is from Full USPTO retrosynthesis dataset with 1.9M reactions from patents (1976-2016). The task is: Predict the reactants needed to synthesize the given product. (1) Given the product [Br:1][C:2]1[N:7]=[C:6]([C:8]([N:22]2[CH2:21][CH2:20][CH2:19][CH2:18][CH:17]2[C:13]2[CH:14]=[N:15][CH:16]=[CH:11][CH:12]=2)=[O:10])[CH:5]=[CH:4][CH:3]=1, predict the reactants needed to synthesize it. The reactants are: [Br:1][C:2]1[N:7]=[C:6]([C:8]([OH:10])=O)[CH:5]=[CH:4][CH:3]=1.[CH:11]1[CH:16]=[N:15][CH:14]=[C:13]([C@H:17]2[NH:22][CH2:21][CH2:20][CH2:19][CH2:18]2)[CH:12]=1.C(N(CC)C(C)C)(C)C.CN(C(ON1N=NC2C=CC=CC1=2)=[N+](C)C)C.F[P-](F)(F)(F)(F)F. (2) Given the product [F:23][C:17]1[CH:18]=[C:19]([F:22])[CH:20]=[CH:21][C:16]=1[C:9]1[N:10]=[C:11]2[N:15]([C:8]=1[C:5]1[N:6]=[N:7][C:2]([NH:29][NH2:30])=[CH:3][CH:4]=1)[CH:14]=[CH:13][O:12]2, predict the reactants needed to synthesize it. The reactants are: Cl[C:2]1[N:7]=[N:6][C:5]([C:8]2[N:15]3[C:11]([O:12][CH:13]=[CH:14]3)=[N:10][C:9]=2[C:16]2[CH:21]=[CH:20][C:19]([F:22])=[CH:18][C:17]=2[F:23])=[CH:4][CH:3]=1.C(O)CC.O.[NH2:29][NH2:30]. (3) Given the product [CH2:1]([C@@H:5]1[CH2:9][C:10](=[O:11])[O:12][C:6]1=[O:8])[CH:2]([CH3:3])[CH3:4], predict the reactants needed to synthesize it. The reactants are: [CH2:1]([C@H:5]([CH2:9][C:10]([OH:12])=[O:11])[C:6]([OH:8])=O)[CH:2]([CH3:4])[CH3:3].